This data is from Forward reaction prediction with 1.9M reactions from USPTO patents (1976-2016). The task is: Predict the product of the given reaction. (1) Given the reactants [C:1]([C:4]1[CH:5]=[N:6][N:7]2[C:12]([C:13]3[CH:18]=[CH:17][C:16]([Cl:19])=[CH:15][CH:14]=3)=[C:11]([C:20]3[CH:25]=[CH:24][CH:23]=[CH:22][C:21]=3[Cl:26])[CH:10]=[N:9][C:8]=12)(O)=[O:2].Cl.[C:28]([C:30]1([NH2:36])[CH2:35][CH2:34][CH2:33][CH2:32][CH2:31]1)#[N:29].O.ON1C2C=CC=CC=2N=N1.Cl.CN(C)CCCN=C=NCC.C(=O)([O-])O.[Na+], predict the reaction product. The product is: [Cl:26][C:21]1[CH:22]=[CH:23][CH:24]=[CH:25][C:20]=1[C:11]1[CH:10]=[N:9][C:8]2[N:7]([N:6]=[CH:5][C:4]=2[C:1](=[O:2])[NH:36][C:30]2([C:28]#[N:29])[CH2:35][CH2:34][CH2:33][CH2:32][CH2:31]2)[C:12]=1[C:13]1[CH:14]=[CH:15][C:16]([Cl:19])=[CH:17][CH:18]=1. (2) Given the reactants [Cl:1][C:2]1[CH:11]=[CH:10][CH:9]=[C:8]2[C:3]=1[CH2:4][CH2:5][C:6]([NH2:15])([C:12]([OH:14])=[O:13])[CH2:7]2.C(N(CC)CC)C.[C:23](=O)([O:39]N1C(=O)CCC1=O)[O:24][CH2:25][CH:26]1[C:38]2[CH:37]=[CH:36][CH:35]=[CH:34][C:33]=2[C:32]2[C:27]1=[CH:28][CH:29]=[CH:30][CH:31]=2, predict the reaction product. The product is: [C:23]([CH:7]1[C:8]2[C:3](=[C:2]([Cl:1])[CH:11]=[CH:10][CH:9]=2)[CH2:4][CH2:5][C:6]1([NH2:15])[C:12]([OH:14])=[O:13])([O:24][CH2:25][CH:26]1[C:27]2[C:32](=[CH:31][CH:30]=[CH:29][CH:28]=2)[C:33]2[C:38]1=[CH:37][CH:36]=[CH:35][CH:34]=2)=[O:39]. (3) Given the reactants [N+:1]([C:4]1[CH:5]=[CH:6][C:7](Cl)=[N:8][CH:9]=1)([O-:3])=[O:2].[C@H:11]1([NH2:18])[CH2:16][CH2:15][C@H:14]([NH2:17])[CH2:13][CH2:12]1, predict the reaction product. The product is: [N+:1]([C:4]1[CH:5]=[CH:6][C:7]([NH:17][C@H:14]2[CH2:15][CH2:16][C@H:11]([NH2:18])[CH2:12][CH2:13]2)=[N:8][CH:9]=1)([O-:3])=[O:2]. (4) The product is: [OH:19][N:18]=[C:13]([C:12]1[CH:11]=[CH:10][C:9]([CH2:8][O:7][CH:4]2[CH2:5][CH2:6][O:1][CH2:2][CH2:3]2)=[CH:16][CH:15]=1)[NH2:14]. Given the reactants [O:1]1[CH2:6][CH2:5][CH:4]([O:7][CH2:8][C:9]2[CH:16]=[CH:15][C:12]([C:13]#[N:14])=[CH:11][CH:10]=2)[CH2:3][CH2:2]1.Cl.[NH2:18][OH:19].C(N(CC)CC)C, predict the reaction product. (5) The product is: [C:1]1([CH2:7][O:8][C:9]2[CH:14]=[CH:13][C:12]([C@@H:15]3[N:19]([C:24]([O:26][C:27]([CH3:30])([CH3:29])[CH3:28])=[O:25])[C@H:18]([C:20]([O:22][CH3:23])=[O:21])[CH2:17][CH2:16]3)=[CH:11][CH:10]=2)[CH:2]=[CH:3][CH:4]=[CH:5][CH:6]=1. Given the reactants [C:1]1([CH2:7][O:8][C:9]2[CH:14]=[CH:13][C:12]([C@@H:15]3[NH:19][C@H:18]([C:20]([O:22][CH3:23])=[O:21])[CH2:17][CH2:16]3)=[CH:11][CH:10]=2)[CH:6]=[CH:5][CH:4]=[CH:3][CH:2]=1.[C:24](O[C:24]([O:26][C:27]([CH3:30])([CH3:29])[CH3:28])=[O:25])([O:26][C:27]([CH3:30])([CH3:29])[CH3:28])=[O:25], predict the reaction product. (6) The product is: [OH:5][P:3]([CH2:7][CH:8]=[CH:9][CH2:10][CH:11]([CH2:15][C:16]([CH3:33])=[CH:17][CH2:18][C:19]1[C:20]([OH:32])=[C:21]2[C:25](=[C:26]([CH3:30])[C:27]=1[O:28][CH3:29])[CH2:24][O:23][C:22]2=[O:31])[C:12]([OH:14])=[O:13])([OH:4])=[O:2]. Given the reactants C[O:2][P:3]([CH2:7][CH:8]=[CH:9][CH2:10][CH:11]([CH2:15][C:16]([CH3:33])=[CH:17][CH2:18][C:19]1[C:20]([OH:32])=[C:21]2[C:25](=[C:26]([CH3:30])[C:27]=1[O:28][CH3:29])[CH2:24][O:23][C:22]2=[O:31])[C:12]([OH:14])=[O:13])([O:5]C)=[O:4].N1C(C)=CC=CC=1C.C[Si](Br)(C)C, predict the reaction product. (7) Given the reactants [N+:1]([C:4]1[CH:9]=[CH:8][C:7]([SH:10])=[C:6]([C:11]([F:14])([F:13])[F:12])[CH:5]=1)([O-:3])=[O:2].C(N(CC)CC)C.Cl.Cl[CH2:24][C:25]1[CH:26]=[N:27][CH:28]=[CH:29][CH:30]=1.O, predict the reaction product. The product is: [N+:1]([C:4]1[CH:9]=[CH:8][C:7]([S:10][CH2:24][C:25]2[CH:26]=[N:27][CH:28]=[CH:29][CH:30]=2)=[C:6]([C:11]([F:14])([F:12])[F:13])[CH:5]=1)([O-:3])=[O:2].